Dataset: Full USPTO retrosynthesis dataset with 1.9M reactions from patents (1976-2016). Task: Predict the reactants needed to synthesize the given product. (1) Given the product [CH2:1]([CH:3]([CH2:6][CH2:7][CH2:8][CH3:9])[CH2:4][NH:5][CH:13]([CH2:12][CH:11]([CH3:16])[CH3:10])[CH3:14])[CH3:2], predict the reactants needed to synthesize it. The reactants are: [CH2:1]([CH:3]([CH2:6][CH2:7][CH2:8][CH3:9])[CH2:4][NH2:5])[CH3:2].[CH3:10][CH:11]([CH3:16])[CH2:12][C:13](=O)[CH3:14].C(O[BH-](OC(=O)C)OC(=O)C)(=O)C.[Na+]. (2) Given the product [ClH:18].[N:2]1([CH2:8][C:9]2[O:13][C:12]([C:14]([Cl:1])=[O:15])=[CH:11][CH:10]=2)[CH2:7][CH2:6][O:5][CH2:4][CH2:3]1, predict the reactants needed to synthesize it. The reactants are: [ClH:1].[N:2]1([CH2:8][C:9]2[O:13][C:12]([C:14](O)=[O:15])=[CH:11][CH:10]=2)[CH2:7][CH2:6][O:5][CH2:4][CH2:3]1.C(Cl)[Cl:18].